From a dataset of Forward reaction prediction with 1.9M reactions from USPTO patents (1976-2016). Predict the product of the given reaction. Given the reactants [CH3:1][O:2][C:3]1[CH:4]=[C:5]([NH:11][C:12]2[C:13]([NH:22][S:23]([C:26]3[CH:34]=[CH:33][C:29]([C:30](O)=[O:31])=[CH:28][CH:27]=3)(=[O:25])=[O:24])=[N:14][C:15]3[C:20]([N:21]=2)=[CH:19][CH:18]=[CH:17][CH:16]=3)[CH:6]=[C:7]([O:9][CH3:10])[CH:8]=1.CCN=C=NCCCN(C)C.Cl.C1C=CC2N(O)N=NC=2C=1.CCN(C(C)C)C(C)C.[CH3:66][N:67]1[CH2:72][CH2:71][NH:70][CH2:69][CH2:68]1, predict the reaction product. The product is: [CH3:10][O:9][C:7]1[CH:6]=[C:5]([NH:11][C:12]2[C:13]([NH:22][S:23]([C:26]3[CH:34]=[CH:33][C:29]([C:30]([N:70]4[CH2:71][CH2:72][N:67]([CH3:66])[CH2:68][CH2:69]4)=[O:31])=[CH:28][CH:27]=3)(=[O:25])=[O:24])=[N:14][C:15]3[C:20]([N:21]=2)=[CH:19][CH:18]=[CH:17][CH:16]=3)[CH:4]=[C:3]([O:2][CH3:1])[CH:8]=1.